Dataset: Drug-target binding data from BindingDB using Ki measurements. Task: Regression. Given a target protein amino acid sequence and a drug SMILES string, predict the binding affinity score between them. We predict pKi (pKi = -log10(Ki in M); higher means stronger inhibition). Dataset: bindingdb_ki. The compound is CC(C)(C)OC(=O)N(CCCCN(CCCNC(=O)C(F)(F)F)C(=O)OC(C)(C)C)CCCNC(=O)C(F)(F)F. The target protein sequence is MAKEWGYASHNGPDHWHELFPNAKGENQSPVELHTKDIRHDPSLQPWSVSYDGGSAKTILNNGKTCRVVFDDTYDRSMLRGGPLPGPYRLRQFHLHWGSSDDHGSEHTVDGVKYAAELHLVHWNPKYNTFKEALKQRDGIAVIGIFLKIGHENGEFQIFLDALDKIKTKGKEAPFTKFDPSCLFPACRDYWTYQGSFTTPPCEECIVWLLLKEPMTVSSDQMAKLRSLLSSAENEPPVPLVSNWRPPQPINNRVVRASFK. The pKi is 4.0.